Predict the reactants needed to synthesize the given product. From a dataset of Full USPTO retrosynthesis dataset with 1.9M reactions from patents (1976-2016). (1) Given the product [Cl:1][C:2]1[CH:3]=[C:4]([C@H:8]([O:22][CH2:26][C:27]#[N:28])[C@@H:9]2[O:14][CH2:13][CH2:12][N:11]([C:15]([O:17][C:18]([CH3:19])([CH3:21])[CH3:20])=[O:16])[CH2:10]2)[CH:5]=[CH:6][CH:7]=1, predict the reactants needed to synthesize it. The reactants are: [Cl:1][C:2]1[CH:3]=[C:4]([C@H:8]([OH:22])[C@@H:9]2[O:14][CH2:13][CH2:12][N:11]([C:15]([O:17][C:18]([CH3:21])([CH3:20])[CH3:19])=[O:16])[CH2:10]2)[CH:5]=[CH:6][CH:7]=1.[H-].[Na+].Br[CH2:26][C:27]#[N:28]. (2) The reactants are: C[O:2][C:3]1[CH:8]=[CH:7][C:6]([CH2:9][CH2:10][CH2:11][CH:12]2[CH2:16][N:15]([CH2:17][C:18]3[CH:23]=[CH:22][C:21]([CH3:24])=[CH:20][CH:19]=3)[C:14](=[O:25])[N:13]2[CH2:26][CH2:27][CH3:28])=[CH:5][CH:4]=1.B(Br)(Br)Br. Given the product [OH:2][C:3]1[CH:8]=[CH:7][C:6]([CH2:9][CH2:10][CH2:11][CH:12]2[CH2:16][N:15]([CH2:17][C:18]3[CH:19]=[CH:20][C:21]([CH3:24])=[CH:22][CH:23]=3)[C:14](=[O:25])[N:13]2[CH2:26][CH2:27][CH3:28])=[CH:5][CH:4]=1, predict the reactants needed to synthesize it. (3) Given the product [Cl:28][C:29]1[N:30]=[CH:31][N:32]=[C:33]2[N:26]([CH:23]3[CH2:24][CH2:25][N:20]([C:18]4[O:17][N:16]=[C:15]([CH:12]([CH3:14])[CH3:13])[N:19]=4)[CH2:21][CH2:22]3)[N:27]=[CH:35][C:34]=12, predict the reactants needed to synthesize it. The reactants are: C(=O)([O-])[O-].FC(F)(F)C(O)=O.[CH:12]([C:15]1[N:19]=[C:18]([N:20]2[CH2:25][CH2:24][CH:23]([NH:26][NH2:27])[CH2:22][CH2:21]2)[O:17][N:16]=1)([CH3:14])[CH3:13].[Cl:28][C:29]1[C:34]([CH:35]=O)=[C:33](Cl)[N:32]=[CH:31][N:30]=1. (4) Given the product [Br:38][C:26]1[CH:27]=[N:28][NH:29][C:25]=1[C:22]1[CH:23]=[CH:24][C:19]([C:13]2[C:12]3[CH2:11][CH2:10][C@H:9]4[C@H:30]([CH3:37])[C:31](=[O:35])[C:32]([C:33]#[N:34])=[CH:36][C@:8]4([C:5]4[CH:6]=[CH:7][C:2]([F:1])=[CH:3][CH:4]=4)[C:17]=3[N:16]=[C:15]([CH3:18])[N:14]=2)=[CH:20][CH:21]=1, predict the reactants needed to synthesize it. The reactants are: [F:1][C:2]1[CH:7]=[CH:6][C:5]([C@:8]23[CH2:36][C:32]4[CH:33]=[N:34][O:35][C:31]=4[C@@H:30]([CH3:37])[C@@H:9]2[CH2:10][CH2:11][C:12]2[C:13]([C:19]4[CH:24]=[CH:23][C:22]([C:25]5[NH:29][N:28]=[CH:27][CH:26]=5)=[CH:21][CH:20]=4)=[N:14][C:15]([CH3:18])=[N:16][C:17]=23)=[CH:4][CH:3]=1.[Br:38]N1C(C)(C)C(=O)N(Br)C1=O.N1C=CC=CC=1. (5) Given the product [C:13]([C:3]1[CH:4]=[CH:5][C:6]2[O:7][CH2:8][C:9](=[O:12])[NH:10][C:11]=2[C:2]=1[CH3:1])(=[O:15])[CH3:14], predict the reactants needed to synthesize it. The reactants are: [CH3:1][C:2]1[C:11]2[NH:10][C:9](=[O:12])[CH2:8][O:7][C:6]=2[CH:5]=[CH:4][CH:3]=1.[C:13](Cl)(=[O:15])[CH3:14].[Al+3].[Cl-].[Cl-].[Cl-]. (6) Given the product [N:1]1[C:10]2[C:5](=[CH:6][C:7]([C:11]([OH:13])=[O:12])=[CH:8][CH:9]=2)[N:4]=[CH:3][CH:2]=1, predict the reactants needed to synthesize it. The reactants are: [N:1]1[C:10]2[C:5](=[CH:6][C:7]([C:11]([O:13]C)=[O:12])=[CH:8][CH:9]=2)[N:4]=[CH:3][CH:2]=1.[OH-].[Na+].CO.